This data is from Full USPTO retrosynthesis dataset with 1.9M reactions from patents (1976-2016). The task is: Predict the reactants needed to synthesize the given product. (1) Given the product [Cl:6][C:7]1[C:8]2[N:9]([CH:15]=[N:14][CH:13]=2)[CH:10]=[CH:11][N:12]=1, predict the reactants needed to synthesize it. The reactants are: O=P(Cl)(Cl)Cl.[Cl:6][C:7]1[C:8]([CH2:13][NH:14][CH:15]=O)=[N:9][CH:10]=[CH:11][N:12]=1.C1C(=O)N(Br)C(=O)C1. (2) The reactants are: [CH2:1]([CH:3]([CH2:24][CH2:25][CH2:26][CH3:27])[CH2:4][NH:5][C:6]1[CH:11]=[C:10]([N+:12]([O-:14])=[O:13])[CH:9]=[CH:8][C:7]=1[O:15][CH2:16][CH:17]([CH2:22][CH3:23])[CH2:18][CH2:19][CH2:20][CH3:21])[CH3:2].Br[CH2:29][CH2:30][CH2:31][CH2:32][CH2:33][CH3:34].C(=O)([O-])[O-].[Na+].[Na+]. Given the product [CH2:1]([CH:3]([CH2:24][CH2:25][CH2:26][CH3:27])[CH2:4][N:5]([CH2:29][CH2:30][CH2:31][CH2:32][CH2:33][CH3:34])[C:6]1[CH:11]=[C:10]([N+:12]([O-:14])=[O:13])[CH:9]=[CH:8][C:7]=1[O:15][CH2:16][CH:17]([CH2:22][CH3:23])[CH2:18][CH2:19][CH2:20][CH3:21])[CH3:2], predict the reactants needed to synthesize it.